This data is from Peptide-MHC class I binding affinity with 185,985 pairs from IEDB/IMGT. The task is: Regression. Given a peptide amino acid sequence and an MHC pseudo amino acid sequence, predict their binding affinity value. This is MHC class I binding data. (1) The peptide sequence is GYRWMCLRR. The MHC is HLA-A03:01 with pseudo-sequence HLA-A03:01. The binding affinity (normalized) is 0.127. (2) The MHC is H-2-Db with pseudo-sequence H-2-Db. The binding affinity (normalized) is 0.391. The peptide sequence is LSRFNANYV.